Dataset: Full USPTO retrosynthesis dataset with 1.9M reactions from patents (1976-2016). Task: Predict the reactants needed to synthesize the given product. (1) Given the product [OH:8][C:9]1[CH:14]=[CH:13][C:12]([C:15](=[O:17])[CH2:16][C:20]([O:19][CH3:18])=[O:21])=[CH:11][CH:10]=1, predict the reactants needed to synthesize it. The reactants are: [H-].[Na+].CN(C=O)C.[OH:8][C:9]1[CH:14]=[CH:13][C:12]([C:15](=[O:17])[CH3:16])=[CH:11][CH:10]=1.[CH3:18][O:19][C:20](=O)[O:21]C. (2) Given the product [CH2:23]([N:9]1[C:10]2[C:6](=[CH:5][C:4]([N+:1]([O-:3])=[O:2])=[CH:12][CH:11]=2)[C:7](=[O:13])[NH:8]1)[C:24]1[CH:29]=[CH:28][CH:27]=[CH:26][CH:25]=1, predict the reactants needed to synthesize it. The reactants are: [N+:1]([C:4]1[CH:5]=[C:6]2[C:10](=[CH:11][CH:12]=1)[NH:9][NH:8][C:7]2=[O:13])([O-:3])=[O:2].C(Br)C=C.C(N1[C:29]2[C:24](=[CH:25][C:26]([N+]([O-])=O)=[CH:27][CH:28]=2)[C:23](=O)N1)C=C. (3) Given the product [CH3:1][C:2]1[CH:3]=[C:4]([C:10](=[O:12])[CH2:11][C:13]([O:16][CH2:17][CH3:18])=[O:15])[CH:5]=[CH:6][C:7]=1[S:8][CH3:9], predict the reactants needed to synthesize it. The reactants are: [CH3:1][C:2]1[CH:3]=[C:4]([C:10](=[O:12])[CH3:11])[CH:5]=[CH:6][C:7]=1[S:8][CH3:9].[C:13]([O:16][CH2:17][CH3:18])(=[O:15])C. (4) Given the product [Cl:1][C:2]1[CH:7]=[CH:6][C:5]([NH:8][C:9]([NH:10][C:11]2[CH:16]=[CH:15][CH:14]=[C:13]([C:22]3[CH:27]=[CH:26][N:25]=[C:24]([N:28]4[CH2:29][CH2:30][CH2:31][CH2:32]4)[CH:23]=3)[CH:12]=2)=[O:20])=[CH:4][CH:3]=1, predict the reactants needed to synthesize it. The reactants are: [Cl:1][C:2]1[CH:7]=[CH:6][C:5]([NH:8][C:9](=[O:20])[NH:10][C:11]2[CH:12]=[C:13](B(O)O)[CH:14]=[CH:15][CH:16]=2)=[CH:4][CH:3]=1.Br[C:22]1[CH:27]=[CH:26][N:25]=[C:24]([N:28]2[CH2:32][CH2:31][CH2:30][CH2:29]2)[CH:23]=1.C(=O)(O)[O-].[Na+]. (5) The reactants are: [C:1]([C:4]1[C:9]([C:10]2[CH:15]=[CH:14][CH:13]=[CH:12][CH:11]=2)=[N:8][NH:7][C:6](=[O:16])[CH:5]=1)(=[O:3])[CH3:2].C(=O)([O-])[O-].[K+].[K+].Br.Br[CH2:25][C:26]1[CH:31]=[CH:30][CH:29]=[CH:28][N:27]=1. Given the product [C:1]([C:4]1[C:9]([C:10]2[CH:11]=[CH:12][CH:13]=[CH:14][CH:15]=2)=[N:8][N:7]([CH2:25][C:26]2[CH:31]=[CH:30][CH:29]=[CH:28][N:27]=2)[C:6](=[O:16])[CH:5]=1)(=[O:3])[CH3:2], predict the reactants needed to synthesize it.